Dataset: Experimentally validated miRNA-target interactions with 360,000+ pairs, plus equal number of negative samples. Task: Binary Classification. Given a miRNA mature sequence and a target amino acid sequence, predict their likelihood of interaction. (1) The protein sequence of the target gene is MPFFGNTFSPKKTPPRKSASLSNLHSLDRSTREVELGLEYGSPTMNLAGQSLKFENGQWIAETGVSGGVDRREVQRLRRRNQQLEEENNLLRLKVDILLDMLSESTAESHLMEKELDELRISRKRK. The miRNA is hsa-miR-26b-5p with sequence UUCAAGUAAUUCAGGAUAGGU. Result: 1 (interaction). (2) The miRNA is hsa-miR-6830-3p with sequence UGUCUUUCUUCUCUCCCUUGCAG. The protein sequence of the target gene is MSDKNQIIARASLIEQLVSKRYFEDIGKQLTELEMIYVSKEHLQETDVVRAVYRVLKNCPSVTLKKKAKCLLAKWRGFYKSTHCKPRQSPKVLHTNANKEESAAVSQDVSQDETSGSSHSEIMGLCSSLSRLLPQDAAKPAAAIGSESSTAQMEINEGYLKGDDSECTRKSSGVFQGTLVSVRSKCVELLYTALASSCTDHTEVHIWQNLAREIEEHIFTLHSNNIKKYKTSIRSKVANLKNPRNFHLQQNFLSGTMSAREFAEMSVLDMASQELKQLRASYTESSIQEHCLPQSVDGTW.... Result: 0 (no interaction). (3) The miRNA is mmu-miR-20b-5p with sequence CAAAGUGCUCAUAGUGCAGGUAG. The protein sequence of the target gene is MATAASNPYSILSSSSLVHADSAGMQQGSPFRNPQKLLQSDYLQGVPSNGHPLGHHWVTSLSDGGPWSSTLATSPLDQQDVKPGREDLQLGAIIHHRSPHVAHHSPHTNHPNAWGASPAPNSSITSSGQPLNVYSQPGFTVSGMLEHGGLTPPPAAASTQSLHPVLREPPDHGELGSHHCQDHSDEETPTSDELEQFAKQFKQRRIKLGFTQADVGLALGTLYGNVFSQTTICRFEALQLSFKNMCKLKPLLNKWLEEADSSTGSPTSIDKIAAQGRKRKKRTSIEVSVKGVLETHFLKC.... Result: 0 (no interaction). (4) The miRNA is mmu-miR-195a-5p with sequence UAGCAGCACAGAAAUAUUGGC. The protein sequence of the target gene is MAAAFRRGCRVLRSVSHFECRTQHSKAAHKQEPGLGFSFELTEQQKEFQATARKFAREEIIPVAPEYDKSGEYPFPLIKRAWELGLINAHIPESCGGLGLGTFDACLITEELAYGCTGVQTAIEANSLGQMPVILAGNDQQKKKYLGRMTEQPMMCAYCVTEPSAGSDVAAIKTKAEKKGDEYVINGQKMWITNGGKANWYFLLARSNPDPKVPASKAFTGFIVEADTPGIHIGKKELNMGQRCSDTRGIAFEDVRVPKENVLIGEGAGFKIAMGAFDRTRPTVAAGAVGLAQRALDEAT.... Result: 0 (no interaction). (5) The miRNA is mmu-miR-466p-3p with sequence AUACAUACACGCACACAUAAGA. The protein sequence of the target gene is MSSTAAFYLLSTLGGYLVTSFLLLKYPTLLHQRKKQRFLSKHISHRGGAGENLENTMAAFQHAVKIGTDMLELDCHITKDEQVVVSHDENLKRATGVNVNISDLKYCELPPYLGKLDVSFQRACQCEGKDNRIPLLKEVFEAFPNTPINIDIKVNNNVLIKKVSELVKRYNREHLTVWGNANYEIVEKCYKENSDIPILFSLQRVLLILGLFFTGLLPFVPIREQFFEIPMPSIILKLKEPHTMSRSQKFLIWLSDLLLMRKALFDHLTARGIQVYIWVLNEEQEYKRAFDLGATGVMTD.... Result: 0 (no interaction).